From a dataset of In vitro SARS-CoV-2 activity screen of 1,480 approved drugs from Prestwick library. Binary Classification. Given a drug SMILES string, predict its activity (active/inactive) in a high-throughput screening assay against a specified biological target. (1) The compound is CN1CCCC(n2nc(Cc3ccc(Cl)cc3)c3ccccc3c2=O)CC1.Cl. The result is 0 (inactive). (2) The result is 0 (inactive). The drug is CCN(CC)C(=O)N1CCN(C)CC1.O=C(O)CC(O)(CC(=O)O)C(=O)O. (3) The drug is CCCc1cc(=O)[nH]c(=S)[nH]1. The result is 0 (inactive). (4) The compound is Nc1ccn([C@@H]2CS[C@H](CO)O2)c(=O)n1. The result is 0 (inactive). (5) The compound is Cl.Clc1ccc(C(OCCN2CCCCC2)c2ccccc2)cc1. The result is 0 (inactive). (6) The compound is CC(C)NCC(O)c1ccc(NS(C)(=O)=O)cc1.Cl. The result is 0 (inactive).